This data is from Peptide-MHC class II binding affinity with 134,281 pairs from IEDB. The task is: Regression. Given a peptide amino acid sequence and an MHC pseudo amino acid sequence, predict their binding affinity value. This is MHC class II binding data. The peptide sequence is AYLVLDPLIYFGPFA. The MHC is HLA-DQA10301-DQB10302 with pseudo-sequence HLA-DQA10301-DQB10302. The binding affinity (normalized) is 0.145.